This data is from Catalyst prediction with 721,799 reactions and 888 catalyst types from USPTO. The task is: Predict which catalyst facilitates the given reaction. (1) Product: [CH:1]([C@H:4]1[CH2:5][CH2:6][C@H:7]([C:10]([NH:12][C@H:13]([CH2:17][C:18]2[CH:23]=[CH:22][C:21]([O:24][CH2:25][CH2:26][N:27]([CH3:34])[C:28]3[CH:33]=[CH:32][CH:31]=[CH:30][N:29]=3)=[CH:20][CH:19]=2)[C:14]([OH:16])=[O:15])=[O:11])[CH2:8][CH2:9]1)([CH3:3])[CH3:2]. The catalyst class is: 22. Reactant: [CH:1]([C@H:4]1[CH2:9][CH2:8][C@H:7]([C:10]([NH:12][C@@H:13]([CH2:17][C:18]2[CH:23]=[CH:22][C:21]([O:24][CH2:25][CH2:26][N:27]([CH3:34])[C:28]3[CH:33]=[CH:32][CH:31]=[CH:30][N:29]=3)=[CH:20][CH:19]=2)[C:14]([OH:16])=[O:15])=[O:11])[CH2:6][CH2:5]1)([CH3:3])[CH3:2]. (2) Reactant: Cl.[C:2]1([C:8]2[CH:9]=[C:10]3[C:14](=[C:15]([C:17]([NH2:19])=[O:18])[CH:16]=2)[NH:13][N:12]=[C:11]3[CH:20]2[CH2:25][CH2:24][NH:23][CH2:22][CH2:21]2)[CH:7]=[CH:6][CH:5]=[CH:4][CH:3]=1.[CH3:26][N:27]1[CH:31]=[C:30]([S:32](Cl)(=[O:34])=[O:33])[N:29]=[CH:28]1.C(N(CC)CC)C. Product: [CH3:26][N:27]1[CH:31]=[C:30]([S:32]([N:23]2[CH2:24][CH2:25][CH:20]([C:11]3[C:10]4[C:14](=[C:15]([C:17]([NH2:19])=[O:18])[CH:16]=[C:8]([C:2]5[CH:3]=[CH:4][CH:5]=[CH:6][CH:7]=5)[CH:9]=4)[NH:13][N:12]=3)[CH2:21][CH2:22]2)(=[O:34])=[O:33])[N:29]=[CH:28]1. The catalyst class is: 241. (3) Reactant: [CH3:1][N+:2]1([CH3:26])[C@@H:7]2[C@@H:8]3[O:10][C@@H:9]3[C@H:3]1[CH2:4][C@@H:5]([O:11][C:12]([C:14]([OH:25])([C:20]1[S:24][CH:23]=[CH:22][CH:21]=1)[C:15]1[S:19][CH:18]=[CH:17][CH:16]=1)=[O:13])[CH2:6]2.O.[Br-].C(=O)(O)[O-].[C:33]1([CH3:43])[CH:38]=[CH:37][C:36]([S:39]([OH:42])(=[O:41])=[O:40])=[CH:35][CH:34]=1. Product: [CH3:1][N+:2]1([CH3:26])[C@@H:3]2[C@@H:9]3[O:10][C@@H:8]3[C@H:7]1[CH2:6][C@@H:5]([O:11][C:12]([C:14]([OH:25])([C:15]1[S:19][CH:18]=[CH:17][CH:16]=1)[C:20]1[S:24][CH:23]=[CH:22][CH:21]=1)=[O:13])[CH2:4]2.[C:33]1([CH3:43])[CH:34]=[CH:35][C:36]([S:39]([O-:42])(=[O:40])=[O:41])=[CH:37][CH:38]=1.[CH3:1][N+:2]1([CH3:26])[C@@H:3]2[C@@H:9]3[O:10][C@@H:8]3[C@H:7]1[CH2:6][C@@H:5]([O:11][C:12]([C:14]([OH:25])([C:15]1[S:19][CH:18]=[CH:17][CH:16]=1)[C:20]1[S:24][CH:23]=[CH:22][CH:21]=1)=[O:13])[CH2:4]2. The catalyst class is: 716. (4) Reactant: Br[CH2:2][C:3]#[N:4].[C:5]1([P:11]([C:18]2[CH:23]=[CH:22][CH:21]=[CH:20][CH:19]=2)[C:12]2[CH:17]=[CH:16][CH:15]=[CH:14][CH:13]=2)[CH:10]=[CH:9][CH:8]=[CH:7][CH:6]=1. Product: [C:18]1([P:11]([C:5]2[CH:6]=[CH:7][CH:8]=[CH:9][CH:10]=2)([C:12]2[CH:17]=[CH:16][CH:15]=[CH:14][CH:13]=2)=[CH:2][C:3]#[N:4])[CH:19]=[CH:20][CH:21]=[CH:22][CH:23]=1. The catalyst class is: 13.